This data is from CYP2C9 inhibition data for predicting drug metabolism from PubChem BioAssay. The task is: Regression/Classification. Given a drug SMILES string, predict its absorption, distribution, metabolism, or excretion properties. Task type varies by dataset: regression for continuous measurements (e.g., permeability, clearance, half-life) or binary classification for categorical outcomes (e.g., BBB penetration, CYP inhibition). Dataset: cyp2c9_veith. The compound is COC(=O)N1CCC[C@@]2(CCN(C(=O)Nc3cccc(C#N)c3)C2)C1. The result is 0 (non-inhibitor).